Dataset: Reaction yield outcomes from USPTO patents with 853,638 reactions. Task: Predict the reaction yield, written as a fraction of the theoretical maximum amount of product (1.0 means a 100% yield; for example, 0.34 means a 34% yield). (1) The reactants are [Cl:1][C:2]1[CH:3]=[C:4]([CH:29]=[CH:30][C:31]=1[Cl:32])[CH2:5][NH:6][CH:7]1[CH2:15][C:14]2[C:9](=[CH:10][CH:11]=[C:12]([NH:16][C:17]3[CH:26]=[CH:25][C:24]([O:27][CH3:28])=[CH:23][C:18]=3[C:19]([O:21]C)=[O:20])[CH:13]=2)[CH2:8]1. The catalyst is C1COCC1.CO. The product is [Cl:1][C:2]1[CH:3]=[C:4]([CH:29]=[CH:30][C:31]=1[Cl:32])[CH2:5][NH:6][CH:7]1[CH2:15][C:14]2[C:9](=[CH:10][CH:11]=[C:12]([NH:16][C:17]3[CH:26]=[CH:25][C:24]([O:27][CH3:28])=[CH:23][C:18]=3[C:19]([OH:21])=[O:20])[CH:13]=2)[CH2:8]1. The yield is 0.240. (2) The reactants are [NH2:1][C:2]1[O:6][N:5]=[C:4]([CH3:7])[CH:3]=1.N1C=CC=CC=1.[Br:14][CH2:15][C:16](Br)=[O:17].O. The catalyst is C1(C)C=CC=CC=1. The product is [Br:14][CH2:15][C:16]([NH:1][C:2]1[O:6][N:5]=[C:4]([CH3:7])[CH:3]=1)=[O:17]. The yield is 0.550. (3) The reactants are [CH3:1][C:2]1([CH3:12])[O:6][C@@H:5]([CH2:7][C:8]([OH:10])=[O:9])[C:4](=[O:11])[O:3]1.C(N(CC)CC)C.[C:20]([Si:24](Cl)([C:31]1[CH:36]=[CH:35][CH:34]=[CH:33][CH:32]=1)[C:25]1[CH:30]=[CH:29][CH:28]=[CH:27][CH:26]=1)([CH3:23])([CH3:22])[CH3:21]. The catalyst is ClCCl.C1(C)C=CC=CC=1. The product is [CH3:1][C:2]1([CH3:12])[O:6][C@@H:5]([CH2:7][C:8]([O:10][Si:24]([C:20]([CH3:23])([CH3:22])[CH3:21])([C:31]2[CH:32]=[CH:33][CH:34]=[CH:35][CH:36]=2)[C:25]2[CH:30]=[CH:29][CH:28]=[CH:27][CH:26]=2)=[O:9])[C:4](=[O:11])[O:3]1. The yield is 0.990. (4) The reactants are [NH2:1][C@@H:2]([CH2:26][C:27]1[CH:32]=[CH:31][CH:30]=[CH:29][CH:28]=1)[C:3]([NH:5][C:6]1[CH:11]=[C:10]([C:12]2[CH:17]=[CH:16][N:15]=[CH:14][CH:13]=2)[CH:9]=[CH:8][C:7]=1[O:18]CC1C=CC=CC=1)=[O:4]. The catalyst is CO.[Pd]. The product is [NH2:1][C@@H:2]([CH2:26][C:27]1[CH:32]=[CH:31][CH:30]=[CH:29][CH:28]=1)[C:3]([NH:5][C:6]1[CH:11]=[C:10]([C:12]2[CH:17]=[CH:16][N:15]=[CH:14][CH:13]=2)[CH:9]=[CH:8][C:7]=1[OH:18])=[O:4]. The yield is 0.630. (5) The reactants are [CH:1]1([CH2:7][NH2:8])[CH2:6][CH2:5][CH:4]=[CH:3][CH2:2]1.C(N(CC)CC)C.Cl[C:17]([O:19][CH2:20][CH3:21])=[O:18]. The catalyst is ClCCl. The product is [CH:1]1([CH2:7][NH:8][C:17](=[O:18])[O:19][CH2:20][CH3:21])[CH2:6][CH2:5][CH:4]=[CH:3][CH2:2]1. The yield is 0.850. (6) The yield is 0.560. The product is [CH3:25][O:26][CH:27]1[CH2:28][CH2:29][N:30]([C:33]2[N:38]=[C:37]([NH:39][C:2]3[N:7]=[CH:6][C:5]4[N:8]=[C:9]([C:12]5[CH:13]=[N:14][N:15]([CH2:17][O:18][CH2:19][CH2:20][Si:21]([CH3:24])([CH3:23])[CH3:22])[CH:16]=5)[N:10]([CH3:11])[C:4]=4[CH:3]=3)[CH:36]=[CH:35][N:34]=2)[CH2:31][CH2:32]1. The catalyst is O1CCOCC1.C(Cl)Cl.C1C=CC(/C=C/C(/C=C/C2C=CC=CC=2)=O)=CC=1.C1C=CC(/C=C/C(/C=C/C2C=CC=CC=2)=O)=CC=1.C1C=CC(/C=C/C(/C=C/C2C=CC=CC=2)=O)=CC=1.[Pd].[Pd]. The reactants are Cl[C:2]1[N:7]=[CH:6][C:5]2[N:8]=[C:9]([C:12]3[CH:13]=[N:14][N:15]([CH2:17][O:18][CH2:19][CH2:20][Si:21]([CH3:24])([CH3:23])[CH3:22])[CH:16]=3)[N:10]([CH3:11])[C:4]=2[CH:3]=1.[CH3:25][O:26][CH:27]1[CH2:32][CH2:31][N:30]([C:33]2[N:38]=[C:37]([NH2:39])[CH:36]=[CH:35][N:34]=2)[CH2:29][CH2:28]1.CC(C1C=C(C(C)C)C(C2C=CC=CC=2P(C2CCCCC2)C2CCCCC2)=C(C(C)C)C=1)C.C([O-])([O-])=O.[Cs+].[Cs+]. (7) The reactants are [CH3:1][C:2]([CH3:7])([CH3:6])[C:3](O)=[O:4].C1C=CC2N(O)N=NC=2C=1.C(Cl)CCl.CN1CCOCC1.[NH2:29][CH2:30][C:31]1([C:36]2[CH:41]=[CH:40][C:39]([NH:42][C:43](=[O:54])[C:44]3[CH:49]=[CH:48][C:47]([O:50][CH3:51])=[C:46]([O:52][CH3:53])[CH:45]=3)=[CH:38][CH:37]=2)[CH2:35][CH2:34][CH2:33][CH2:32]1. The catalyst is CN(C=O)C. The product is [CH3:1][C:2]([CH3:7])([CH3:6])[C:3]([NH:29][CH2:30][C:31]1([C:36]2[CH:37]=[CH:38][C:39]([NH:42][C:43](=[O:54])[C:44]3[CH:49]=[CH:48][C:47]([O:50][CH3:51])=[C:46]([O:52][CH3:53])[CH:45]=3)=[CH:40][CH:41]=2)[CH2:32][CH2:33][CH2:34][CH2:35]1)=[O:4]. The yield is 0.580. (8) The reactants are [CH2:1]([O:8][C:9]1[CH:18]=[C:17]2[C:12]([C:13](=O)[N:14]=[CH:15][NH:16]2)=[CH:11][C:10]=1[F:20])[C:2]1[CH:7]=[CH:6][CH:5]=[CH:4][CH:3]=1.P(Cl)(Cl)([Cl:23])=O. No catalyst specified. The product is [CH2:1]([O:8][C:9]1[CH:18]=[C:17]2[C:12]([C:13]([Cl:23])=[N:14][CH:15]=[N:16]2)=[CH:11][C:10]=1[F:20])[C:2]1[CH:7]=[CH:6][CH:5]=[CH:4][CH:3]=1. The yield is 0.710. (9) The reactants are [I:1][C:2]1[CH:7]=[CH:6][C:5]([CH2:8][C:9]([OH:11])=[O:10])=[CH:4][CH:3]=1.Cl.[CH3:13]O. The catalyst is O1CCOCC1. The product is [I:1][C:2]1[CH:3]=[CH:4][C:5]([CH2:8][C:9]([O:11][CH3:13])=[O:10])=[CH:6][CH:7]=1. The yield is 0.980.